Predict the reaction yield, written as a fraction of the theoretical maximum amount of product (1.0 means a 100% yield; for example, 0.34 means a 34% yield). From a dataset of Reaction yield outcomes from USPTO patents with 853,638 reactions. (1) The reactants are [F:1][C:2]1[CH:7]=[CH:6][C:5]([CH:8]2[C:12]3[C:13]([CH3:20])=[C:14]([NH2:19])[C:15]([CH3:18])=[C:16]([CH3:17])[C:11]=3[O:10][C:9]2([CH3:22])[CH3:21])=[CH:4][CH:3]=1.C([O:26][CH2:27][CH3:28])(=O)C. The yield is 0.720. No catalyst specified. The product is [F:1][C:2]1[CH:7]=[CH:6][C:5]([CH:8]2[C:12]3[C:13]([CH3:20])=[C:14]([N:19]4[C:9](=[O:10])[C:8]5[C:28](=[CH:2][CH:3]=[CH:4][CH:5]=5)[C:27]4=[O:26])[C:15]([CH3:18])=[C:16]([CH3:17])[C:11]=3[O:10][C:9]2([CH3:22])[CH3:21])=[CH:4][CH:3]=1. (2) The reactants are [CH2:1]([C:3]1[C:8]([O:9][C:10]2[CH:15]=[CH:14][N:13]=[C:12]([C:16]3[CH:17]=[N:18][N:19]([CH3:21])[CH:20]=3)[CH:11]=2)=[CH:7][CH:6]=[C:5]([N+:22]([O-])=O)[N:4]=1)[CH3:2].[NH4+].[Cl-].CCOC(C)=O. The catalyst is CO.C1COCC1.[Zn]. The product is [CH2:1]([C:3]1[N:4]=[C:5]([NH2:22])[CH:6]=[CH:7][C:8]=1[O:9][C:10]1[CH:15]=[CH:14][N:13]=[C:12]([C:16]2[CH:17]=[N:18][N:19]([CH3:21])[CH:20]=2)[CH:11]=1)[CH3:2]. The yield is 0.510. (3) The reactants are [F:1][CH:2]([F:40])[C:3]1[N:7]([C:8]2[N:13]=[C:12]([N:14]3[CH2:19][CH2:18][O:17][CH2:16][CH2:15]3)[N:11]=[C:10]([N:20]3[CH2:25][CH2:24][N:23]([S:26]([CH2:29][CH2:30][N:31]([CH3:33])[CH3:32])(=[O:28])=[O:27])[CH2:22][CH2:21]3)[N:9]=2)[C:6]2[CH:34]=[CH:35][CH:36]=[C:37]([O:38][CH3:39])[C:5]=2[N:4]=1.[ClH:41]. The catalyst is CO. The product is [ClH:41].[F:40][CH:2]([F:1])[C:3]1[N:7]([C:8]2[N:13]=[C:12]([N:14]3[CH2:15][CH2:16][O:17][CH2:18][CH2:19]3)[N:11]=[C:10]([N:20]3[CH2:21][CH2:22][N:23]([S:26]([CH2:29][CH2:30][N:31]([CH3:33])[CH3:32])(=[O:28])=[O:27])[CH2:24][CH2:25]3)[N:9]=2)[C:6]2[CH:34]=[CH:35][CH:36]=[C:37]([O:38][CH3:39])[C:5]=2[N:4]=1. The yield is 0.830. (4) The reactants are Br[C:2]1[CH:3]=[C:4]([N:13]([C@H:16]2[CH2:21][CH2:20][C@H:19]([N:22]([C:24]([O:26][C:27]([CH3:30])([CH3:29])[CH3:28])=[O:25])[CH3:23])[CH2:18][CH2:17]2)[CH2:14][CH3:15])[C:5]([CH3:12])=[C:6]([CH:11]=1)[C:7]([O:9][CH3:10])=[O:8].C(N(CC)CC)C.[CH3:38][C:39]([OH:43])([C:41]#[CH:42])[CH3:40]. The catalyst is CN(C=O)C.[Cu]I.C1C=CC([P]([Pd]([P](C2C=CC=CC=2)(C2C=CC=CC=2)C2C=CC=CC=2)([P](C2C=CC=CC=2)(C2C=CC=CC=2)C2C=CC=CC=2)[P](C2C=CC=CC=2)(C2C=CC=CC=2)C2C=CC=CC=2)(C2C=CC=CC=2)C2C=CC=CC=2)=CC=1. The product is [C:27]([O:26][C:24]([N:22]([CH3:23])[C@H:19]1[CH2:20][CH2:21][C@H:16]([N:13]([CH2:14][CH3:15])[C:4]2[C:5]([CH3:12])=[C:6]([CH:11]=[C:2]([C:42]#[C:41][C:39]([OH:43])([CH3:40])[CH3:38])[CH:3]=2)[C:7]([O:9][CH3:10])=[O:8])[CH2:17][CH2:18]1)=[O:25])([CH3:29])([CH3:30])[CH3:28]. The yield is 0.800. (5) The reactants are [NH2:1][NH:2][C:3]([NH2:5])=[S:4].C(O)(=O)C.[C:10]([NH:13][C:14]1[CH:21]=[CH:20][C:17]([CH:18]=O)=[CH:16][C:15]=1[I:22])(=[O:12])[CH3:11]. The catalyst is O.C(O)C. The product is [C:10]([NH:13][C:14]1[CH:21]=[CH:20][C:17]([CH:18]=[N:1][NH:2][C:3]([NH2:5])=[S:4])=[CH:16][C:15]=1[I:22])(=[O:12])[CH3:11]. The yield is 0.880. (6) The reactants are [Cl:1][C:2]1[CH:7]=[C:6]([N:8]2[CH2:13][CH2:12][O:11][CH2:10][CH2:9]2)[N:5]=[C:4]([CH2:14][CH2:15][CH2:16][C:17](OCC)=[O:18])[N:3]=1.[H-].C([Al+]CC(C)C)C(C)C. The catalyst is C1COCC1. The product is [Cl:1][C:2]1[CH:7]=[C:6]([N:8]2[CH2:13][CH2:12][O:11][CH2:10][CH2:9]2)[N:5]=[C:4]([CH2:14][CH2:15][CH2:16][CH2:17][OH:18])[N:3]=1. The yield is 0.790. (7) The reactants are [C:1]([O:5][C:6]([NH:8][C:9]1[C:10]([C:14]([OH:16])=O)=[N:11][NH:12][CH:13]=1)=[O:7])([CH3:4])([CH3:3])[CH3:2].[N:17]1([C:23]2[C:24]([CH3:31])=[C:25]([NH2:30])[C:26]([NH2:29])=[CH:27][CH:28]=2)[CH2:22][CH2:21][O:20][CH2:19][CH2:18]1.ON1C2C=CC=CC=2N=N1.CN(C)CCCN=C=NCC. The catalyst is CN(C=O)C. The product is [C:1]([O:5][C:6](=[O:7])[NH:8][C:9]1[C:10]([C:14](=[O:16])[NH:30][C:25]2[CH:24]=[CH:31][C:28]([CH2:23][N:17]3[CH2:18][CH2:19][O:20][CH2:21][CH2:22]3)=[CH:27][C:26]=2[NH2:29])=[N:11][NH:12][CH:13]=1)([CH3:2])([CH3:3])[CH3:4]. The yield is 0.886. (8) The reactants are [NH:1]1[CH2:11][CH2:10][CH:4]([C:5]([O:7][CH2:8][CH3:9])=[O:6])[CH2:3][CH2:2]1.[CH2:12](Br)[C:13]1[CH:18]=[CH:17][CH:16]=[CH:15][CH:14]=1.C(N(CC)CC)C. The catalyst is C(O)C.O. The product is [CH2:8]([O:7][C:5]([CH:4]1[CH2:3][CH2:2][N:1]([CH2:12][C:13]2[CH:18]=[CH:17][CH:16]=[CH:15][CH:14]=2)[CH2:11][CH2:10]1)=[O:6])[CH3:9]. The yield is 0.890.